Dataset: Full USPTO retrosynthesis dataset with 1.9M reactions from patents (1976-2016). Task: Predict the reactants needed to synthesize the given product. (1) The reactants are: [CH:1]1([C:7]2[CH:28]=[CH:27][C:10]([C:11]([N:13]3[C:19]4[CH:20]=[CH:21][CH:22]=[CH:23][C:18]=4[CH2:17][N:16]4[CH:24]=[CH:25][CH:26]=[C:15]4[CH2:14]3)=[O:12])=[CH:9][CH:8]=2)[CH2:6][CH2:5][CH2:4][CH2:3][CH2:2]1.C1(C)C(C)=CC=CC=1.[C:37]([C:41]1[CH:49]=[CH:48][C:44]([C:45](Cl)=[O:46])=[CH:43][CH:42]=1)([CH3:40])([CH3:39])[CH3:38]. Given the product [C:37]([C:41]1[CH:42]=[CH:43][C:44]([C:45]([C:24]2[N:16]3[C:15]([CH2:14][N:13]([C:11](=[O:12])[C:10]4[CH:27]=[CH:28][C:7]([CH:1]5[CH2:2][CH2:3][CH2:4][CH2:5][CH2:6]5)=[CH:8][CH:9]=4)[C:19]4[CH:20]=[CH:21][CH:22]=[CH:23][C:18]=4[CH2:17]3)=[CH:26][CH:25]=2)=[O:46])=[CH:48][CH:49]=1)([CH3:40])([CH3:38])[CH3:39], predict the reactants needed to synthesize it. (2) Given the product [F:1][C:2]1[CH:11]=[CH:10][C:5]([C:6]([OH:8])=[O:7])=[CH:4][C:3]=1[NH:12][C:13]([C:15]1[N:19]2[CH:20]=[CH:21][CH:22]=[CH:23][C:18]2=[N:17][CH:16]=1)=[O:14], predict the reactants needed to synthesize it. The reactants are: [F:1][C:2]1[CH:11]=[CH:10][C:5]([C:6]([O:8]C)=[O:7])=[CH:4][C:3]=1[NH:12][C:13]([C:15]1[N:19]2[CH:20]=[CH:21][CH:22]=[CH:23][C:18]2=[N:17][CH:16]=1)=[O:14].O.[OH-].[Li+].